From a dataset of Full USPTO retrosynthesis dataset with 1.9M reactions from patents (1976-2016). Predict the reactants needed to synthesize the given product. (1) Given the product [CH3:1][N:2]1[C:6]([C:7]2[CH:12]=[C:11]([NH2:13])[CH:10]=[C:9]([C:16]3[CH:21]=[CH:20][CH:19]=[CH:18][CH:17]=3)[CH:8]=2)=[N:5][N:4]=[N:3]1, predict the reactants needed to synthesize it. The reactants are: [CH3:1][N:2]1[C:6]([C:7]2[CH:8]=[C:9]([C:16]3[CH:21]=[CH:20][CH:19]=[CH:18][CH:17]=3)[CH:10]=[C:11]([N+:13]([O-])=O)[CH:12]=2)=[N:5][N:4]=[N:3]1. (2) The reactants are: [C:1](Cl)(=[O:8])[C:2]1[CH:7]=[CH:6][CH:5]=[CH:4][CH:3]=1.N1C=CC=CC=1.[OH:16][CH2:17][C:18]1[C:27]([CH3:28])=[C:26]2[C:21]([CH2:22][CH2:23][CH2:24][N:25]2[C:29]([O:31][C:32]([CH3:35])([CH3:34])[CH3:33])=[O:30])=[CH:20][CH:19]=1. Given the product [C:1]([O:16][CH2:17][C:18]1[C:27]([CH3:28])=[C:26]2[C:21]([CH2:22][CH2:23][CH2:24][N:25]2[C:29]([O:31][C:32]([CH3:35])([CH3:34])[CH3:33])=[O:30])=[CH:20][CH:19]=1)(=[O:8])[C:2]1[CH:7]=[CH:6][CH:5]=[CH:4][CH:3]=1, predict the reactants needed to synthesize it. (3) Given the product [C:5]1([CH:4]([CH:11]2[CH2:16][CH2:15][NH:14][CH2:13][CH2:12]2)[C:3]([O:2][CH3:1])=[O:27])[CH:6]=[CH:7][CH:8]=[CH:9][CH:10]=1, predict the reactants needed to synthesize it. The reactants are: [CH3:1][O:2][C:3](=[O:27])[CH:4]([CH:11]1[CH2:16][CH2:15][N:14](C(OCC2C=CC=CC=2)=O)[CH2:13][CH2:12]1)[C:5]1[CH:10]=[CH:9][CH:8]=[CH:7][CH:6]=1.CO.